From a dataset of Forward reaction prediction with 1.9M reactions from USPTO patents (1976-2016). Predict the product of the given reaction. (1) Given the reactants [Br:1][C:2]1[C:3](I)=[CH:4][C:5]([Cl:8])=[N:6][CH:7]=1.[Cl:10][C:11]1[CH:16]=[CH:15][C:14](B(O)O)=[CH:13][CH:12]=1.C([O-])([O-])=O.[K+].[K+], predict the reaction product. The product is: [Br:1][C:2]1[C:3]([C:14]2[CH:15]=[CH:16][C:11]([Cl:10])=[CH:12][CH:13]=2)=[CH:4][C:5]([Cl:8])=[N:6][CH:7]=1. (2) Given the reactants [Cl:1][C:2]1[CH:3]=[CH:4][CH:5]=[C:6]2[C:10]=1[N:9]([CH2:11][CH2:12][CH3:13])[N:8]=[C:7]2[C:14]1[CH:19]=[CH:18][C:17]([OH:20])=[CH:16][CH:15]=1.C(N(CC)C(C)C)(C)C.[C:30]([CH2:34][C:35](Cl)=[O:36])([CH3:33])([CH3:32])[CH3:31].O, predict the reaction product. The product is: [CH3:31][C:30]([CH3:33])([CH3:32])[CH2:34][C:35]([O:20][C:17]1[CH:16]=[CH:15][C:14]([C:7]2[C:6]3[C:10](=[C:2]([Cl:1])[CH:3]=[CH:4][CH:5]=3)[N:9]([CH2:11][CH2:12][CH3:13])[N:8]=2)=[CH:19][CH:18]=1)=[O:36]. (3) Given the reactants Br[C:2]1[CH:3]=[N:4][CH:5]=[C:6]([CH:10]=1)[C:7]([NH2:9])=[O:8].[CH:11]([C:13]1[CH:18]=[CH:17][C:16](B(O)O)=[CH:15][CH:14]=1)=[O:12].COC1C=CC=C(OC)C=1C1C=CC=CC=1P(C1CCCCC1)C1CCCCC1.C([O-])([O-])=O.[K+].[K+], predict the reaction product. The product is: [CH:11]([C:13]1[CH:18]=[CH:17][C:16]([C:2]2[CH:10]=[C:6]([C:7]([NH2:9])=[O:8])[CH:5]=[N:4][CH:3]=2)=[CH:15][CH:14]=1)=[O:12].